From a dataset of Forward reaction prediction with 1.9M reactions from USPTO patents (1976-2016). Predict the product of the given reaction. (1) Given the reactants C[Si]([C:5]#[N:6])(C)C.[Br:7][C:8]1[C:9]([Cl:15])=[N+:10]([O-])[CH:11]=[CH:12][CH:13]=1.C(N(CC)CC)C, predict the reaction product. The product is: [Br:7][C:8]1[CH:13]=[CH:12][C:11]([C:5]#[N:6])=[N:10][C:9]=1[Cl:15]. (2) Given the reactants [CH2:1]([N:3]([CH2:14][CH3:15])[CH2:4][CH2:5][O:6][C:7]1[CH:12]=[CH:11][C:10]([NH2:13])=[CH:9][CH:8]=1)[CH3:2].Cl.[Cl:17][C:18]1[CH:23]=[CH:22][C:21]([NH:24][C:25]([C:27]2[CH:32]=[CH:31][C:30]([C:33]3[CH:38]=[CH:37][CH:36]=[CH:35][CH:34]=3)=[CH:29][CH:28]=2)=[O:26])=[CH:20][C:19]=1[N:39]1[CH2:48][C:47]2[C:42](=[N:43][C:44](S(C)(=O)=O)=[N:45][CH:46]=2)[N:41]([CH3:53])[C:40]1=[O:54], predict the reaction product. The product is: [Cl:17][C:18]1[CH:23]=[CH:22][C:21]([NH:24][C:25]([C:27]2[CH:32]=[CH:31][C:30]([C:33]3[CH:34]=[CH:35][CH:36]=[CH:37][CH:38]=3)=[CH:29][CH:28]=2)=[O:26])=[CH:20][C:19]=1[N:39]1[CH2:48][C:47]2[C:42](=[N:43][C:44]([NH:13][C:10]3[CH:9]=[CH:8][C:7]([O:6][CH2:5][CH2:4][N:3]([CH2:1][CH3:2])[CH2:14][CH3:15])=[CH:12][CH:11]=3)=[N:45][CH:46]=2)[N:41]([CH3:53])[C:40]1=[O:54]. (3) Given the reactants P([O-])([O-])([O-])=O.[K+].[K+].[K+].[CH:9]1(B(O)O)[CH2:11][CH2:10]1.Cl[C:16]1[C:17]([CH:44]([F:46])[F:45])=[CH:18][C:19]([O:42][CH3:43])=[C:20]([C:22]2[C:31]3[C:26](=[CH:27][C:28]([S:32]([NH:35][C:36]4[CH:41]=[CH:40][N:39]=[CH:38][N:37]=4)(=[O:34])=[O:33])=[CH:29][CH:30]=3)[CH:25]=[CH:24][N:23]=2)[CH:21]=1.Cl, predict the reaction product. The product is: [CH:9]1([C:16]2[C:17]([CH:44]([F:45])[F:46])=[CH:18][C:19]([O:42][CH3:43])=[C:20]([C:22]3[C:31]4[C:26](=[CH:27][C:28]([S:32]([NH:35][C:36]5[CH:41]=[CH:40][N:39]=[CH:38][N:37]=5)(=[O:33])=[O:34])=[CH:29][CH:30]=4)[CH:25]=[CH:24][N:23]=3)[CH:21]=2)[CH2:11][CH2:10]1. (4) Given the reactants CC1(C)CCCC(C)(C)N1.C([Li])CCC.CN(C)CCN(C)C.[CH3:24][C:25]1([CH3:43])[CH2:29][O:28][C:27]([C:30]2[CH:31]=[CH:32][C:33]([N:36]3[CH2:41][CH2:40][N:39]([CH3:42])[CH2:38][CH2:37]3)=[N:34][CH:35]=2)=[N:26]1.CON(C)[C:47](=[O:54])[C:48]1[CH:53]=[CH:52][CH:51]=[CH:50][CH:49]=1, predict the reaction product. The product is: [CH3:24][C:25]1([CH3:43])[CH2:29][O:28][C:27]([C:30]2[C:31]([C:47]([C:48]3[CH:53]=[CH:52][CH:51]=[CH:50][CH:49]=3)=[O:54])=[CH:32][C:33]([N:36]3[CH2:37][CH2:38][N:39]([CH3:42])[CH2:40][CH2:41]3)=[N:34][CH:35]=2)=[N:26]1. (5) Given the reactants [NH2:1][C@@H:2]1[CH2:6][CH2:5][N:4]([C:7]2[N:15]=[C:14]3[C:10]([N:11]=[CH:12][N:13]3[C@@H:16]3[CH2:20][C@H:19]([NH:21][C:22](=[O:33])[C@H](OCC4C=CC=CC=4)C)[C@@H:18]([OH:34])[C@H:17]3[OH:35])=[C:9]([NH:36][CH2:37][CH:38]([C:45]3[CH:50]=[CH:49][CH:48]=[CH:47][CH:46]=3)[C:39]3[CH:44]=[CH:43][CH:42]=[CH:41][CH:40]=3)[N:8]=2)[CH2:3]1.[C:51]([O:55]C(=O)N[C@@H]1CCN(C2N=C3C(N=CN3[C@@H]3C[C@H](NC(=O)[C@H](OCC4C=CC=CC=4)C)[C@@H](O)[C@H]3O)=C(NCC(C3C=CC=CC=3)C3C=CC=CC=3)N=2)C1)(C)(C)[CH3:52], predict the reaction product. The product is: [NH2:1][C@@H:2]1[CH2:6][CH2:5][N:4]([C:7]2[N:15]=[C:14]3[C:10]([N:11]=[CH:12][N:13]3[C@@H:16]3[CH2:20][C@H:19]([NH:21][C:22](=[O:33])[CH2:52][CH2:51][OH:55])[C@@H:18]([OH:34])[C@H:17]3[OH:35])=[C:9]([NH:36][CH2:37][CH:38]([C:39]3[CH:40]=[CH:41][CH:42]=[CH:43][CH:44]=3)[C:45]3[CH:50]=[CH:49][CH:48]=[CH:47][CH:46]=3)[N:8]=2)[CH2:3]1.